Predict the reaction yield, written as a fraction of the theoretical maximum amount of product (1.0 means a 100% yield; for example, 0.34 means a 34% yield). From a dataset of Reaction yield outcomes from USPTO patents with 853,638 reactions. (1) The reactants are [F:1][C:2]1[CH:7]=[CH:6][C:5]([C:8]([C:32]2[CH:37]=[CH:36][C:35]([F:38])=[CH:34][CH:33]=2)(O)[C@@H:9]([NH:16][C:17]([NH:19]CC2C=CC(OC)=CC=2OC)=[O:18])[C:10]2[CH:15]=[CH:14][CH:13]=[CH:12][CH:11]=2)=[CH:4][CH:3]=1.B(F)(F)F.CCOCC. The catalyst is C(Cl)Cl. The product is [F:38][C:35]1[CH:36]=[CH:37][C:32]([C:8]2([C:5]3[CH:6]=[CH:7][C:2]([F:1])=[CH:3][CH:4]=3)[C@H:9]([C:10]3[CH:11]=[CH:12][CH:13]=[CH:14][CH:15]=3)[NH:16][C:17](=[O:18])[NH:19]2)=[CH:33][CH:34]=1. The yield is 0.800. (2) The yield is 0.580. The catalyst is CC#N. The product is [OH:11][C:6]1[C:5]([C:2]2([CH3:1])[CH2:4][CH2:3]2)=[CH:10][CH:9]=[CH:8][C:7]=1[CH:12]=[O:13]. The reactants are [CH3:1][C:2]1([C:5]2[CH:10]=[CH:9][CH:8]=[CH:7][C:6]=2[OH:11])[CH2:4][CH2:3]1.[CH2:12]=[O:13].[Mg+2].[Cl-].[Cl-]. (3) The reactants are [CH3:1][N:2]([CH3:12])[C:3]1[N:8]=[CH:7][C:6]2[CH:9]=[CH:10][NH:11][C:5]=2[CH:4]=1.[C:13]([O:17][C:18]([N:20]1[CH2:25][CH2:24][C:23](=O)[CH2:22][CH2:21]1)=[O:19])([CH3:16])([CH3:15])[CH3:14].[OH-].[K+]. The catalyst is CO. The product is [C:13]([O:17][C:18]([N:20]1[CH2:21][CH:22]=[C:23]([C:9]2[C:6]3[CH:7]=[N:8][C:3]([N:2]([CH3:12])[CH3:1])=[CH:4][C:5]=3[NH:11][CH:10]=2)[CH2:24][CH2:25]1)=[O:19])([CH3:16])([CH3:14])[CH3:15]. The yield is 0.850. (4) The reactants are [CH2:1]([O:3][C:4](=[O:26])[CH2:5][N:6]1[C:14]2[CH2:13][CH2:12][CH2:11][CH:10]([NH:15][S:16]([C:19]3[CH:24]=[CH:23][CH:22]=[C:21]([NH2:25])[CH:20]=3)(=[O:18])=[O:17])[C:9]=2[CH:8]=[N:7]1)[CH3:2].[CH3:27][S:28](Cl)(=[O:30])=[O:29]. No catalyst specified. The product is [CH2:1]([O:3][C:4](=[O:26])[CH2:5][N:6]1[C:14]2[CH2:13][CH2:12][CH2:11][CH:10]([NH:15][S:16]([C:19]3[CH:24]=[CH:23][CH:22]=[C:21]([NH:25][S:28]([CH3:27])(=[O:30])=[O:29])[CH:20]=3)(=[O:18])=[O:17])[C:9]=2[CH:8]=[N:7]1)[CH3:2]. The yield is 0.700. (5) The reactants are [F:1][C:2]1[CH:7]=[CH:6][C:5]([CH:8]([OH:21])[CH:9]([CH2:13][C:14]2[CH:19]=[CH:18][C:17]([F:20])=[CH:16][CH:15]=2)C(O)=O)=[CH:4][CH:3]=1.C1(P(N=[N+]=[N-])(C2C=CC=CC=2)=O)C=CC=CC=1.C([N:41]([CH2:44]C)CC)C.[OH2:46]. The catalyst is O1CCCC1. The product is [F:1][C:2]1[CH:3]=[CH:4][C:5]([CH:8]2[O:21][C:44](=[O:46])[NH:41][CH:9]2[CH2:13][C:14]2[CH:15]=[CH:16][C:17]([F:20])=[CH:18][CH:19]=2)=[CH:6][CH:7]=1. The yield is 0.940. (6) The reactants are [Cl:1][C:2]1[N:3]=[C:4]([NH2:19])[C:5]2[CH:10]=[CH:9][N:8]([CH2:11][O:12][CH2:13][CH2:14][Si:15]([CH3:18])([CH3:17])[CH3:16])[C:6]=2[N:7]=1.Cl[CH2:21][CH:22]=O. The catalyst is O1CCOCC1. The product is [Cl:1][C:2]1[N:3]2[CH:21]=[CH:22][N:19]=[C:4]2[C:5]2[CH:10]=[CH:9][N:8]([CH2:11][O:12][CH2:13][CH2:14][Si:15]([CH3:16])([CH3:18])[CH3:17])[C:6]=2[N:7]=1. The yield is 0.820.